From a dataset of NCI-60 drug combinations with 297,098 pairs across 59 cell lines. Regression. Given two drug SMILES strings and cell line genomic features, predict the synergy score measuring deviation from expected non-interaction effect. (1) Drug 1: C1=NC(=NC(=O)N1C2C(C(C(O2)CO)O)O)N. Drug 2: N.N.Cl[Pt+2]Cl. Cell line: SR. Synergy scores: CSS=75.5, Synergy_ZIP=5.22, Synergy_Bliss=4.77, Synergy_Loewe=8.47, Synergy_HSA=8.81. (2) Drug 1: C1CC(=O)NC(=O)C1N2C(=O)C3=CC=CC=C3C2=O. Drug 2: CC1C(C(CC(O1)OC2CC(CC3=C2C(=C4C(=C3O)C(=O)C5=CC=CC=C5C4=O)O)(C(=O)C)O)N)O. Cell line: PC-3. Synergy scores: CSS=52.8, Synergy_ZIP=-0.113, Synergy_Bliss=0.344, Synergy_Loewe=-45.9, Synergy_HSA=2.18. (3) Drug 1: CCC1(CC2CC(C3=C(CCN(C2)C1)C4=CC=CC=C4N3)(C5=C(C=C6C(=C5)C78CCN9C7C(C=CC9)(C(C(C8N6C=O)(C(=O)OC)O)OC(=O)C)CC)OC)C(=O)OC)O.OS(=O)(=O)O. Drug 2: CN(C(=O)NC(C=O)C(C(C(CO)O)O)O)N=O. Cell line: T-47D. Synergy scores: CSS=9.31, Synergy_ZIP=-5.45, Synergy_Bliss=-9.38, Synergy_Loewe=-21.5, Synergy_HSA=-7.65. (4) Drug 1: CCC1(CC2CC(C3=C(CCN(C2)C1)C4=CC=CC=C4N3)(C5=C(C=C6C(=C5)C78CCN9C7C(C=CC9)(C(C(C8N6C=O)(C(=O)OC)O)OC(=O)C)CC)OC)C(=O)OC)O.OS(=O)(=O)O. Drug 2: CC1=C(C(=O)C2=C(C1=O)N3CC4C(C3(C2COC(=O)N)OC)N4)N. Cell line: HCT116. Synergy scores: CSS=42.1, Synergy_ZIP=3.56, Synergy_Bliss=1.64, Synergy_Loewe=-8.32, Synergy_HSA=1.69.